Dataset: Reaction yield outcomes from USPTO patents with 853,638 reactions. Task: Predict the reaction yield, written as a fraction of the theoretical maximum amount of product (1.0 means a 100% yield; for example, 0.34 means a 34% yield). (1) The catalyst is C(O)C. The product is [CH:3]([C:4]([O:6][CH2:7][CH3:8])=[O:5])([C:2]([O:10][CH2:11][CH3:12])=[O:9])[CH:14]([C:15]([O:17][CH2:18][CH3:19])=[O:16])[CH3:20]. The yield is 0.834. The reactants are [Na].[C:2]([O:10][CH2:11][CH3:12])(=[O:9])[CH2:3][C:4]([O:6][CH2:7][CH3:8])=[O:5].Br[CH:14]([CH3:20])[C:15]([O:17][CH2:18][CH3:19])=[O:16]. (2) The reactants are [NH:1]1[CH2:6][CH2:5][CH:4]([OH:7])[CH2:3][CH2:2]1.C([O-])([O-])=O.[K+].[K+].F[C:15]1[CH:25]=[CH:24][C:18]([C:19]([O:21][CH2:22][CH3:23])=[O:20])=[CH:17][CH:16]=1. The catalyst is CC#N.CCOC(C)=O. The product is [OH:7][CH:4]1[CH2:5][CH2:6][N:1]([C:15]2[CH:25]=[CH:24][C:18]([C:19]([O:21][CH2:22][CH3:23])=[O:20])=[CH:17][CH:16]=2)[CH2:2][CH2:3]1. The yield is 0.197. (3) The reactants are [F:1][CH:2]([F:21])[C:3]1[C:8]([C:9]([O:11]CC)=[O:10])=[CH:7][C:6]([CH2:14][NH:15][C:16](=[O:20])[CH:17]([CH3:19])[CH3:18])=[CH:5][N:4]=1.O.[OH-].[Li+].Cl. The catalyst is O1CCOCC1. The product is [F:21][CH:2]([F:1])[C:3]1[C:8]([C:9]([OH:11])=[O:10])=[CH:7][C:6]([CH2:14][NH:15][C:16](=[O:20])[CH:17]([CH3:19])[CH3:18])=[CH:5][N:4]=1. The yield is 0.947. (4) The reactants are [C:1]1([CH2:7][O:8][C:9](=[O:18])[NH:10][C:11]2[CH:16]=[CH:15][C:14](I)=[CH:13][CH:12]=2)[CH:6]=[CH:5][CH:4]=[CH:3][CH:2]=1.C(N(CC)CC)C.[CH3:26][C:27]1([CH3:34])[C:31]([CH3:33])([CH3:32])[O:30][BH:29][O:28]1.O. The catalyst is O1CCOCC1. The product is [C:1]1([CH2:7][O:8][C:9](=[O:18])[NH:10][C:11]2[CH:16]=[CH:15][C:14]([B:29]3[O:30][C:31]([CH3:33])([CH3:32])[C:27]([CH3:34])([CH3:26])[O:28]3)=[CH:13][CH:12]=2)[CH:6]=[CH:5][CH:4]=[CH:3][CH:2]=1. The yield is 0.840. (5) The reactants are [NH2:1][C:2]1[CH:7]=[CH:6][C:5]([Br:8])=[CH:4][N:3]=1.N1C=CC=CC=1.[F:15][C:16]([F:28])([F:27])[C:17]1[CH:22]=[CH:21][C:20]([S:23](Cl)(=[O:25])=[O:24])=[CH:19][CH:18]=1. The catalyst is C(#N)C.CN(C)C1C=CN=CC=1. The product is [Br:8][C:5]1[CH:6]=[CH:7][C:2]([NH:1][S:23]([C:20]2[CH:19]=[CH:18][C:17]([C:16]([F:15])([F:27])[F:28])=[CH:22][CH:21]=2)(=[O:25])=[O:24])=[N:3][CH:4]=1. The yield is 0.848.